From a dataset of Forward reaction prediction with 1.9M reactions from USPTO patents (1976-2016). Predict the product of the given reaction. Given the reactants [Si:1]([O:18][CH2:19][CH2:20][O:21][CH2:22][CH2:23][O:24][CH2:25][CH2:26][O:27][CH2:28][CH2:29][OH:30])([C:14]([CH3:17])([CH3:16])[CH3:15])([C:8]1[CH:13]=[CH:12][CH:11]=[CH:10][CH:9]=1)[C:2]1[CH:7]=[CH:6][CH:5]=[CH:4][CH:3]=1.C(N(CC)CC)C.[C:38]1([CH3:48])[CH:43]=[CH:42][C:41]([S:44](Cl)(=[O:46])=[O:45])=[CH:40][CH:39]=1, predict the reaction product. The product is: [C:38]1([CH3:48])[CH:43]=[CH:42][C:41]([S:44]([O:30][CH2:29][CH2:28][O:27][CH2:26][CH2:25][O:24][CH2:23][CH2:22][O:21][CH2:20][CH2:19][O:18][Si:1]([C:14]([CH3:17])([CH3:16])[CH3:15])([C:8]2[CH:13]=[CH:12][CH:11]=[CH:10][CH:9]=2)[C:2]2[CH:3]=[CH:4][CH:5]=[CH:6][CH:7]=2)(=[O:46])=[O:45])=[CH:40][CH:39]=1.